This data is from Peptide-MHC class I binding affinity with 185,985 pairs from IEDB/IMGT. The task is: Regression. Given a peptide amino acid sequence and an MHC pseudo amino acid sequence, predict their binding affinity value. This is MHC class I binding data. (1) The peptide sequence is ATTFITPMLR. The MHC is HLA-A68:01 with pseudo-sequence HLA-A68:01. The binding affinity (normalized) is 0.747. (2) The peptide sequence is YQVKYVSPV. The MHC is HLA-C07:01 with pseudo-sequence HLA-C07:01. The binding affinity (normalized) is 0.0847. (3) The peptide sequence is TCQGSDDIRK. The MHC is HLA-A33:01 with pseudo-sequence HLA-A33:01. The binding affinity (normalized) is 0. (4) The peptide sequence is AEPGKRYI. The MHC is Mamu-A11 with pseudo-sequence Mamu-A11. The binding affinity (normalized) is 0.376.